From a dataset of NCI-60 drug combinations with 297,098 pairs across 59 cell lines. Regression. Given two drug SMILES strings and cell line genomic features, predict the synergy score measuring deviation from expected non-interaction effect. (1) Drug 1: C1=CC(=CC=C1C#N)C(C2=CC=C(C=C2)C#N)N3C=NC=N3. Drug 2: CS(=O)(=O)OCCCCOS(=O)(=O)C. Cell line: SK-OV-3. Synergy scores: CSS=-0.234, Synergy_ZIP=1.30, Synergy_Bliss=4.32, Synergy_Loewe=-0.374, Synergy_HSA=-0.318. (2) Drug 1: CC1=C(C=C(C=C1)NC(=O)C2=CC=C(C=C2)CN3CCN(CC3)C)NC4=NC=CC(=N4)C5=CN=CC=C5. Drug 2: CC12CCC3C(C1CCC2O)C(CC4=C3C=CC(=C4)O)CCCCCCCCCS(=O)CCCC(C(F)(F)F)(F)F. Cell line: SR. Synergy scores: CSS=14.2, Synergy_ZIP=-1.80, Synergy_Bliss=-2.41, Synergy_Loewe=1.84, Synergy_HSA=1.40. (3) Drug 1: CCC1=CC2CC(C3=C(CN(C2)C1)C4=CC=CC=C4N3)(C5=C(C=C6C(=C5)C78CCN9C7C(C=CC9)(C(C(C8N6C)(C(=O)OC)O)OC(=O)C)CC)OC)C(=O)OC.C(C(C(=O)O)O)(C(=O)O)O. Drug 2: CNC(=O)C1=NC=CC(=C1)OC2=CC=C(C=C2)NC(=O)NC3=CC(=C(C=C3)Cl)C(F)(F)F. Cell line: NCI-H522. Synergy scores: CSS=64.7, Synergy_ZIP=1.93, Synergy_Bliss=0.714, Synergy_Loewe=-13.7, Synergy_HSA=2.11. (4) Cell line: MOLT-4. Synergy scores: CSS=38.8, Synergy_ZIP=2.71, Synergy_Bliss=2.37, Synergy_Loewe=-5.12, Synergy_HSA=-4.31. Drug 2: C1=NNC2=C1C(=O)NC=N2. Drug 1: C1CC(C1)(C(=O)O)C(=O)O.[NH2-].[NH2-].[Pt+2]. (5) Drug 1: C1CN(P(=O)(OC1)NCCCl)CCCl. Drug 2: C1C(C(OC1N2C=NC3=C2NC=NCC3O)CO)O. Cell line: BT-549. Synergy scores: CSS=2.69, Synergy_ZIP=-2.28, Synergy_Bliss=-1.40, Synergy_Loewe=-2.56, Synergy_HSA=-2.43. (6) Drug 1: COC1=C(C=C2C(=C1)N=CN=C2NC3=CC(=C(C=C3)F)Cl)OCCCN4CCOCC4. Drug 2: CC1OCC2C(O1)C(C(C(O2)OC3C4COC(=O)C4C(C5=CC6=C(C=C35)OCO6)C7=CC(=C(C(=C7)OC)O)OC)O)O. Cell line: NCI-H522. Synergy scores: CSS=50.8, Synergy_ZIP=0.810, Synergy_Bliss=0.470, Synergy_Loewe=6.27, Synergy_HSA=7.96. (7) Drug 1: C1CCC(C1)C(CC#N)N2C=C(C=N2)C3=C4C=CNC4=NC=N3. Drug 2: C1=CC(=CC=C1CCCC(=O)O)N(CCCl)CCCl. Cell line: NCI-H226. Synergy scores: CSS=8.38, Synergy_ZIP=-6.13, Synergy_Bliss=-5.99, Synergy_Loewe=-6.20, Synergy_HSA=-5.26.